From a dataset of Reaction yield outcomes from USPTO patents with 853,638 reactions. Predict the reaction yield, written as a fraction of the theoretical maximum amount of product (1.0 means a 100% yield; for example, 0.34 means a 34% yield). (1) The reactants are [CH:1]([O:4][C:5]1[C:13]([O:14][CH3:15])=[CH:12][CH:11]=[CH:10][C:6]=1[CH2:7]CN)([CH3:3])[CH3:2].[CH3:16][NH:17]CC1C=CC2C(=CC=CC=2)C=1CCC.[ClH:32].[N:33]1([CH2:39][CH2:40][CH2:41][N:42]2[CH2:48][C:47]3[CH:49]=[C:50](/[CH:53]=[CH:54]/[C:55]([OH:57])=O)[CH:51]=[N:52][C:46]=3[NH:45][C:44](=[O:58])[CH2:43]2)[CH2:38][CH2:37][O:36][CH2:35][CH2:34]1.Cl.CN1CC2C=C(/C=C/C(O)=O)C=NC=2NC(=O)C1. No catalyst specified. The product is [ClH:32].[CH:1]([O:4][C:5]1[C:13]([O:14][CH3:15])=[CH:12][CH:11]=[CH:10][C:6]=1[CH2:7][N:17]([CH3:16])[C:55](=[O:57])/[CH:54]=[CH:53]/[C:50]1[CH:51]=[N:52][C:46]2[NH:45][C:44](=[O:58])[CH2:43][N:42]([CH2:41][CH2:40][CH2:39][N:33]3[CH2:38][CH2:37][O:36][CH2:35][CH2:34]3)[CH2:48][C:47]=2[CH:49]=1)([CH3:2])[CH3:3]. The yield is 0.440. (2) The reactants are [OH:1][C:2]1[CH:3]=[C:4]([O:12][CH:13]([CH3:15])[CH3:14])[CH:5]=[C:6]([CH:11]=1)[C:7]([O:9][CH3:10])=[O:8].[N:16]1[CH:21]=[CH:20][CH:19]=[C:18]([CH2:22][CH2:23][CH2:24]O)[CH:17]=1.N(C(N1CCCCC1)=O)=NC(N1CCCCC1)=O.C(P(CCCC)CCCC)CCC. The catalyst is C1COCC1.CCCCCC. The product is [CH:13]([O:12][C:4]1[CH:5]=[C:6]([CH:11]=[C:2]([O:1][CH2:24][CH2:23][CH2:22][C:18]2[CH:17]=[N:16][CH:21]=[CH:20][CH:19]=2)[CH:3]=1)[C:7]([O:9][CH3:10])=[O:8])([CH3:15])[CH3:14]. The yield is 0.860.